This data is from Catalyst prediction with 721,799 reactions and 888 catalyst types from USPTO. The task is: Predict which catalyst facilitates the given reaction. (1) Reactant: [C:1]([O:5][C:6]([N:8]1[CH2:18][CH:17]2[CH2:19][CH:10]([C:11]3[CH:12]=[C:13]([N+:23]([O-:25])=[O:24])[C:14]([N+:20]([O-])=O)=[CH:15][C:16]=32)[CH2:9]1)=[O:7])([CH3:4])([CH3:3])[CH3:2].[CH2:26](N)[CH2:27][CH2:28][CH3:29]. Product: [C:1]([O:5][C:6]([N:8]1[CH2:18][CH:17]2[CH2:19][CH:10]([C:11]3[CH:12]=[C:13]([N+:23]([O-:25])=[O:24])[C:14]([NH:20][CH2:26][CH2:27][CH2:28][CH3:29])=[CH:15][C:16]=32)[CH2:9]1)=[O:7])([CH3:2])([CH3:4])[CH3:3]. The catalyst class is: 56. (2) Reactant: [CH3:1][C:2]1[O:3][C:4]2[CH2:10][CH:9]([C:11](OCC)=[O:12])[CH2:8][CH2:7][C:5]=2[N:6]=1.[H-].[H-].[H-].[H-].[Li+].[Al+3].O.[OH-].[Na+]. Product: [CH3:1][C:2]1[O:3][C:4]2[CH2:10][CH:9]([CH2:11][OH:12])[CH2:8][CH2:7][C:5]=2[N:6]=1. The catalyst class is: 1. (3) Reactant: [H-].[Al+3].[Li+].[H-].[H-].[H-].[S:7]1[CH:11]=[CH:10][CH:9]=[C:8]1[CH2:12][C:13]([N:15]1[CH2:20][CH2:19][O:18][CH2:17][CH2:16]1)=O.Cl. Product: [O:18]1[CH2:19][CH2:20][N:15]([CH2:13][CH2:12][C:8]2[S:7][CH:11]=[CH:10][CH:9]=2)[CH2:16][CH2:17]1. The catalyst class is: 1.